From a dataset of Full USPTO retrosynthesis dataset with 1.9M reactions from patents (1976-2016). Predict the reactants needed to synthesize the given product. (1) Given the product [CH2:27]([O:29][C:30]([C:19]1[C:3]([C:4]2[CH:9]=[CH:8][C:7]([N+:10]([O-:12])=[O:11])=[CH:6][CH:5]=2)=[N:2][O:1][C:18]=1[C:20]1[CH:21]=[CH:22][CH:23]=[CH:24][CH:25]=1)=[O:31])[CH3:28], predict the reactants needed to synthesize it. The reactants are: [OH:1][N:2]=[C:3](Cl)[C:4]1[CH:9]=[CH:8][C:7]([N+:10]([O-:12])=[O:11])=[CH:6][CH:5]=1.C(OC(=O)[CH:18]([C:20]1[CH:25]=[CH:24][CH:23]=[CH:22][CH:21]=1)[CH3:19])C.[CH2:27]([O:29][C:30](C1ON=C(C2C=CC([N+]([O-])=O)=CC=2)C=1)=[O:31])[CH3:28]. (2) Given the product [CH3:1][O:2][C:3](=[O:28])[C@H:4]([CH2:13][CH2:14][CH2:15][CH2:16][N:17]([CH2:18][CH:30]([CH3:31])[CH3:29])[S:48]([C:45]1[CH:46]=[CH:47][C:42]([Br:41])=[CH:43][CH:44]=1)(=[O:50])=[O:49])[NH:5][C:6]([O:8][C:9]([CH3:10])([CH3:11])[CH3:12])=[O:7], predict the reactants needed to synthesize it. The reactants are: [CH3:1][O:2][C:3](=[O:28])[C@H:4]([CH2:13][CH2:14][CH2:15][CH2:16][NH:17][C:18](OCC1C=CC=CC=1)=O)[NH:5][C:6]([O:8][C:9]([CH3:12])([CH3:11])[CH3:10])=[O:7].[CH:29](=O)[CH:30](C)[CH3:31].C(N(CC)CC)C.[Br:41][C:42]1[CH:47]=[CH:46][C:45]([S:48](Cl)(=[O:50])=[O:49])=[CH:44][CH:43]=1.